This data is from Forward reaction prediction with 1.9M reactions from USPTO patents (1976-2016). The task is: Predict the product of the given reaction. Given the reactants Br[C:2]1[C:10]2[O:9][C@@H:8]([CH2:11][Br:12])[CH2:7][C:6]=2[CH:5]=[C:4]([F:13])[CH:3]=1.[Cl:14][C:15]1[CH:20]=[CH:19][CH:18]=[CH:17][C:16]=1B(O)O.CC1C=CC(S(OCC2CC3C(C4C=CC=CC=4)=CC=CC=3O2)(=O)=O)=CC=1, predict the reaction product. The product is: [Br:12][CH2:11][C@H:8]1[CH2:7][C:6]2[CH:5]=[C:4]([F:13])[CH:3]=[C:2]([C:16]3[CH:17]=[CH:18][CH:19]=[CH:20][C:15]=3[Cl:14])[C:10]=2[O:9]1.